This data is from Catalyst prediction with 721,799 reactions and 888 catalyst types from USPTO. The task is: Predict which catalyst facilitates the given reaction. Reactant: [O:1]=[C:2]1[CH2:7][CH:6]([C:8]([OH:10])=O)[CH2:5][CH2:4][NH:3]1.C1N=CN(C(N2C=NC=C2)=O)C=1.[CH3:23][NH:24][O:25][CH3:26].Cl.O1CCOCC1. Product: [CH3:26][O:25][N:24]([CH3:23])[C:8]([CH:6]1[CH2:5][CH2:4][NH:3][C:2](=[O:1])[CH2:7]1)=[O:10]. The catalyst class is: 2.